Task: Predict which catalyst facilitates the given reaction.. Dataset: Catalyst prediction with 721,799 reactions and 888 catalyst types from USPTO (1) Reactant: [NH2:1][C:2]1[CH:6]=[CH:5][S:4][C:3]=1[C:7]([O:9]C)=O.[CH:11]([NH2:13])=O. Product: [N:1]1[C:2]2[CH:6]=[CH:5][S:4][C:3]=2[C:7](=[O:9])[NH:13][CH:11]=1. The catalyst class is: 14. (2) Reactant: [NH2:1][C:2]1[C:7]([Cl:8])=[C:6]([C:9]([O:11]C)=[O:10])[N:5]=[C:4]([C:13]2[C:14]([Cl:20])=[N:15][C:16]([Cl:19])=[CH:17][CH:18]=2)[CH:3]=1.[OH-].[Na+]. Product: [NH2:1][C:2]1[C:7]([Cl:8])=[C:6]([C:9]([OH:11])=[O:10])[N:5]=[C:4]([C:13]2[C:14]([Cl:20])=[N:15][C:16]([Cl:19])=[CH:17][CH:18]=2)[CH:3]=1. The catalyst class is: 5. (3) Reactant: [Cl:1][C:2]1[CH:7]=[CH:6][C:5]([N:8]([C@H:12]2[C:21]3[C:16](=[CH:17][CH:18]=[CH:19][CH:20]=3)[N:15]([C:22]([C:24]3C=NN(C(C)C)[CH:28]=3)=[O:23])[C@@H:14]([CH3:32])[CH2:13]2)[C:9](=[O:11])[CH3:10])=[CH:4][CH:3]=1.C(N1C=C(C([Cl:43])=O)C=N1)(C)C.[CH3:44][N:45]1[C:49]2[S:50][C:51]([C:53](O)=[O:54])=[CH:52][C:48]=2[C:47]([CH3:56])=[N:46]1.C(Cl)(=O)C(Cl)=O. Product: [Cl:1][C:2]1[CH:3]=[CH:4][C:5]([N:8]([C@H:12]2[C:21]3[C:16](=[CH:17][CH:18]=[CH:19][CH:20]=3)[N:15]([C:22]([C:24]3[S:50][C:49]4[N:45]([CH3:44])[N:46]=[C:47]([CH3:56])[C:48]=4[CH:28]=3)=[O:23])[C@@H:14]([CH3:32])[CH2:13]2)[C:9](=[O:11])[CH3:10])=[CH:6][CH:7]=1.[CH3:44][N:45]1[C:49]2[S:50][C:51]([C:53]([Cl:43])=[O:54])=[CH:52][C:48]=2[C:47]([CH3:56])=[N:46]1. The catalyst class is: 139. (4) Reactant: [CH2:1]([OH:12])[CH2:2][C:3]1[CH:11]=[CH:10][C:8]([OH:9])=[C:5]([O:6][CH3:7])[CH:4]=1.O(C)[Na].Br[CH2:17][CH2:18][CH2:19][CH2:20][C:21]1[CH:26]=[CH:25][CH:24]=[CH:23][CH:22]=1. Product: [CH3:7][O:6][C:5]1[CH:4]=[C:3]([CH2:2][CH2:1][OH:12])[CH:11]=[CH:10][C:8]=1[O:9][CH2:17][CH2:18][CH2:19][CH2:20][C:21]1[CH:26]=[CH:25][CH:24]=[CH:23][CH:22]=1. The catalyst class is: 92. (5) Reactant: C(O)(C(F)(F)F)=O.[CH3:8][O:9][C:10]1[CH:15]=[C:14]([CH3:16])[C:13]([S:17]([N:20]2[CH:25]=[CH:24][NH:23][C:22](=[O:26])[C@@H:21]2[CH2:27][C:28]([O:30]C(C)(C)C)=[O:29])(=[O:19])=[O:18])=[C:12]([CH3:35])[CH:11]=1. Product: [CH3:8][O:9][C:10]1[CH:15]=[C:14]([CH3:16])[C:13]([S:17]([N:20]2[CH:25]=[CH:24][NH:23][C:22](=[O:26])[C@@H:21]2[CH2:27][C:28]([OH:30])=[O:29])(=[O:19])=[O:18])=[C:12]([CH3:35])[CH:11]=1. The catalyst class is: 2. (6) Reactant: [C:1]([O:5][C:6]([CH2:8][N:9]1[C:17]2[C:12](=[CH:13][CH:14]=[CH:15][CH:16]=2)[CH:11]=[C:10]1[C:18](O)=[O:19])=[O:7])([CH3:4])([CH3:3])[CH3:2].C(N1CCOCC1)C.Cl.[CH:30]([N:33]1[CH2:38][CH2:37][CH:36]([NH2:39])[CH2:35][CH2:34]1)([CH3:32])[CH3:31]. Product: [CH:30]([N:33]1[CH2:38][CH2:37][CH:36]([NH:39][C:18]([C:10]2[N:9]([CH2:8][C:6]([O:5][C:1]([CH3:4])([CH3:3])[CH3:2])=[O:7])[C:17]3[C:12]([CH:11]=2)=[CH:13][CH:14]=[CH:15][CH:16]=3)=[O:19])[CH2:35][CH2:34]1)([CH3:32])[CH3:31]. The catalyst class is: 4. (7) Reactant: [CH2:1]1[C:4]2([CH2:9][CH2:8][NH:7][CH2:6][CH2:5]2)[CH2:3][N:2]1[CH2:10][C:11]1[S:19][C:18]2[C:17]([N:20]3[CH2:25][CH2:24][O:23][CH2:22][CH2:21]3)=[N:16][C:15]([C:26]3[C:34]([F:35])=[CH:33][CH:32]=[C:31]4[C:27]=3[CH:28]=[CH:29][NH:30]4)=[N:14][C:13]=2[CH:12]=1.C[Si]([N:40]=[C:41]=[O:42])(C)C. Product: [F:35][C:34]1[C:26]([C:15]2[N:16]=[C:17]([N:20]3[CH2:21][CH2:22][O:23][CH2:24][CH2:25]3)[C:18]3[S:19][C:11]([CH2:10][N:2]4[CH2:3][C:4]5([CH2:9][CH2:8][N:7]([C:41]([NH2:40])=[O:42])[CH2:6][CH2:5]5)[CH2:1]4)=[CH:12][C:13]=3[N:14]=2)=[C:27]2[C:31](=[CH:32][CH:33]=1)[NH:30][CH:29]=[CH:28]2. The catalyst class is: 2. (8) The catalyst class is: 28. Reactant: [CH2:1]([O:16]C1CCCCO1)[C:2]#[C:3][CH2:4][CH2:5][CH2:6][CH2:7][CH2:8][CH2:9][CH2:10][CH2:11][CH2:12][CH2:13][CH2:14][CH3:15].CC1C=CC(S(O)(=O)=O)=CC=1. Product: [CH2:1]([OH:16])[C:2]#[C:3][CH2:4][CH2:5][CH2:6][CH2:7][CH2:8][CH2:9][CH2:10][CH2:11][CH2:12][CH2:13][CH2:14][CH3:15].